Predict the reactants needed to synthesize the given product. From a dataset of Full USPTO retrosynthesis dataset with 1.9M reactions from patents (1976-2016). (1) Given the product [C:1]([O:5][C:6]([N:8]1[CH2:9][CH2:10][CH:11]([O:14][C:15]2[C:20]([C:21]([OH:23])=[O:22])=[CH:19][C:18]([N+:25]([O-:27])=[O:26])=[CH:17][C:16]=2[Cl:28])[CH2:12][CH2:13]1)=[O:7])([CH3:4])([CH3:2])[CH3:3], predict the reactants needed to synthesize it. The reactants are: [C:1]([O:5][C:6]([N:8]1[CH2:13][CH2:12][CH:11]([O:14][C:15]2[C:20]([C:21]([O:23]C)=[O:22])=[CH:19][C:18]([N+:25]([O-:27])=[O:26])=[CH:17][C:16]=2[Cl:28])[CH2:10][CH2:9]1)=[O:7])([CH3:4])([CH3:3])[CH3:2].CCCCCC. (2) Given the product [CH3:1][N:2]([CH2:4][C:5]1[C:13]2[O:12][N:11]=[C:10]([CH2:14][CH2:15][CH:16]3[CH2:17][CH2:18][N:19]([CH2:42][CH:43]4[O:47][CH2:46][CH2:45][O:44]4)[CH2:20][CH2:21]3)[C:9]=2[CH:8]=[CH:7][C:6]=1[O:22][CH2:23][C:24]1[CH:29]=[CH:28][C:27]([Cl:30])=[C:26]([Cl:31])[CH:25]=1)[CH3:3], predict the reactants needed to synthesize it. The reactants are: [CH3:1][N:2]([CH2:4][C:5]1[C:13]2[O:12][N:11]=[C:10]([CH2:14][CH2:15][CH:16]3[CH2:21][CH2:20][NH:19][CH2:18][CH2:17]3)[C:9]=2[CH:8]=[CH:7][C:6]=1[O:22][CH2:23][C:24]1[CH:29]=[CH:28][C:27]([Cl:30])=[C:26]([Cl:31])[CH:25]=1)[CH3:3].C(N(CC)C(C)C)(C)C.Br[CH2:42][CH:43]1[O:47][CH2:46][CH2:45][O:44]1.[I-].[Na+].[Cl-].[Na+].